This data is from Reaction yield outcomes from USPTO patents with 853,638 reactions. The task is: Predict the reaction yield, written as a fraction of the theoretical maximum amount of product (1.0 means a 100% yield; for example, 0.34 means a 34% yield). (1) The reactants are C([N:8]1[CH2:13][CH2:12][N:11]([C:14]([O:16][C:17]([CH3:20])([CH3:19])[CH3:18])=[O:15])[C@H:10]([CH:21]([CH3:23])[CH3:22])[C:9]1=[O:24])C1C=CC=CC=1. The catalyst is C1COCC1. The product is [CH:21]([CH:10]1[C:9](=[O:24])[NH:8][CH2:13][CH2:12][N:11]1[C:14]([O:16][C:17]([CH3:19])([CH3:18])[CH3:20])=[O:15])([CH3:23])[CH3:22]. The yield is 0.590. (2) The product is [CH3:1][O:2][C:3]1[CH:43]=[CH:42][C:6]([CH2:7][N:8]([CH2:33][C:34]2[CH:35]=[CH:36][C:37]([O:40][CH3:41])=[CH:38][CH:39]=2)[C:9]2[N:14]=[C:13]([CH3:15])[N:12]=[C:11]([C:16]3[CH:17]=[C:18]([C:23]([CH3:32])([CH3:31])[C:24]([O:26][C:27]([CH3:28])([CH3:30])[CH3:29])=[O:25])[CH:19]=[N:20][C:21]=3[NH:53][C:47]3[CH:48]=[N:49][C:50]([O:51][CH3:52])=[C:45]([F:44])[CH:46]=3)[N:10]=2)=[CH:5][CH:4]=1. The reactants are [CH3:1][O:2][C:3]1[CH:43]=[CH:42][C:6]([CH2:7][N:8]([CH2:33][C:34]2[CH:39]=[CH:38][C:37]([O:40][CH3:41])=[CH:36][CH:35]=2)[C:9]2[N:14]=[C:13]([CH3:15])[N:12]=[C:11]([C:16]3[CH:17]=[C:18]([C:23]([CH3:32])([CH3:31])[C:24]([O:26][C:27]([CH3:30])([CH3:29])[CH3:28])=[O:25])[CH:19]=[N:20][C:21]=3F)[N:10]=2)=[CH:5][CH:4]=1.[F:44][C:45]1[CH:46]=[C:47]([NH2:53])[CH:48]=[N:49][C:50]=1[O:51][CH3:52].C[Si]([N-][Si](C)(C)C)(C)C.[Na+]. The yield is 0.110. The catalyst is O1CCCC1.CCOC(C)=O. (3) The reactants are [C:1]([C:3]1[CH:8]=[CH:7][C:6]([N:9]2[C@@H:13]3[CH2:14][CH2:15][CH2:16][CH2:17][C@H:12]3[N:11]([C:18]3[CH:23]=[CH:22][C:21]([N:24](C)[C:25](=O)C)=[C:20]([F:29])[CH:19]=3)[C:10]2=[O:30])=[CH:5][C:4]=1[C:31]([F:34])([F:33])[F:32])#[N:2].C([O-])(O)=O.[Na+]. The catalyst is Cl. The product is [F:29][C:20]1[CH:19]=[C:18]([N:11]2[C@@H:12]3[CH2:17][CH2:16][CH2:15][CH2:14][C@H:13]3[N:9]([C:6]3[CH:7]=[CH:8][C:3]([C:1]#[N:2])=[C:4]([C:31]([F:33])([F:34])[F:32])[CH:5]=3)[C:10]2=[O:30])[CH:23]=[CH:22][C:21]=1[NH:24][CH3:25]. The yield is 0.320. (4) The reactants are [NH2:1][C:2]1[N:7]=[CH:6][N:5]=[C:4]2[N:8]([CH2:12][C:13]3[O:14][C:15]4[C:20]([C:21](=[O:29])[C:22]=3[C:23]3[CH:28]=[CH:27][CH:26]=[CH:25][CH:24]=3)=[CH:19][CH:18]=[CH:17][CH:16]=4)[N:9]=[C:10](I)[C:3]=12.[C:30]([NH:33][C:34]1[CH:35]=[C:36](B(O)O)[CH:37]=[CH:38][CH:39]=1)(=[O:32])[CH3:31].C(=O)([O-])[O-].[Na+].[Na+].ClCCl. The catalyst is CN(C=O)C.C(O)C.O. The product is [NH2:1][C:2]1[N:7]=[CH:6][N:5]=[C:4]2[N:8]([CH2:12][C:13]3[O:14][C:15]4[C:20]([C:21](=[O:29])[C:22]=3[C:23]3[CH:28]=[CH:27][CH:26]=[CH:25][CH:24]=3)=[CH:19][CH:18]=[CH:17][CH:16]=4)[N:9]=[C:10]([C:38]3[CH:39]=[C:34]([NH:33][C:30](=[O:32])[CH3:31])[CH:35]=[CH:36][CH:37]=3)[C:3]=12. The yield is 0.230. (5) The reactants are [CH:1]1([CH2:4][C:5]23[CH2:21][CH2:20][C:19](=[O:22])[CH:18]=[C:6]2[CH2:7][CH2:8][CH2:9][C:10]2[CH:15]=[C:14]([O:16][CH3:17])[CH:13]=[CH:12][C:11]=23)CC1.CO. The catalyst is C(Cl)Cl. The product is [CH2:4]([C@:5]12[CH2:21][CH2:20][C:19](=[O:22])[CH:18]=[C:6]1[CH2:7][CH2:8][CH2:9][C:10]1[CH:15]=[C:14]([O:16][CH3:17])[CH:13]=[CH:12][C:11]=12)[CH3:1].[CH2:4]([C@@:5]12[CH2:21][CH2:20][C:19](=[O:22])[CH:18]=[C:6]1[CH2:7][CH2:8][CH2:9][C:10]1[CH:15]=[C:14]([O:16][CH3:17])[CH:13]=[CH:12][C:11]=12)[CH3:1]. The yield is 0.750. (6) The reactants are [F:1][C:2]1[CH:3]=[C:4]([CH:14]([CH3:20])[C:15]([O:17]CC)=[O:16])[CH:5]=[CH:6][C:7]=1[CH2:8][NH:9][S:10]([CH3:13])(=[O:12])=[O:11].[OH-].[Li+]. The catalyst is O1CCCC1.O. The product is [F:1][C:2]1[CH:3]=[C:4]([CH:14]([CH3:20])[C:15]([OH:17])=[O:16])[CH:5]=[CH:6][C:7]=1[CH2:8][NH:9][S:10]([CH3:13])(=[O:11])=[O:12]. The yield is 0.800. (7) The reactants are Cl[C:2]1[CH:7]=[CH:6][C:5](Cl)=[CH:4][C:3]=1[S:9]([NH:12][CH2:13][C:14]1[CH:15]=[C:16]([C:20]2[CH:21]=[C:22]3[C:26](=[C:27]([C:29]([NH2:31])=[O:30])[CH:28]=2)[NH:25][CH:24]=[C:23]3[CH:32]2[CH2:37][CH2:36][N:35]([S:38]([CH2:41][CH3:42])(=[O:40])=[O:39])[CH2:34][CH2:33]2)[CH:17]=[CH:18][CH:19]=1)(=[O:11])=[O:10].Cl[C:44]1C=CC(Cl)=C[C:45]=1[S:51](Cl)(=O)=O. No catalyst specified. The product is [S:51]1[C:45]2[CH:44]=[CH:7][CH:6]=[CH:5][C:4]=2[C:3]([S:9]([NH:12][CH2:13][C:14]2[CH:15]=[C:16]([C:20]3[CH:21]=[C:22]4[C:26](=[C:27]([C:29]([NH2:31])=[O:30])[CH:28]=3)[NH:25][CH:24]=[C:23]4[CH:32]3[CH2:33][CH2:34][N:35]([S:38]([CH2:41][CH3:42])(=[O:40])=[O:39])[CH2:36][CH2:37]3)[CH:17]=[CH:18][CH:19]=2)(=[O:10])=[O:11])=[CH:2]1. The yield is 0.0600. (8) The reactants are [F:1][C:2]1[CH:3]=[C:4]([NH2:12])[C:5](=[CH:9][C:10]=1[F:11])[C:6](O)=[O:7].C(O)(=O)C.[CH:17](N)=[NH:18]. The catalyst is CCO. The product is [OH:7][C:6]1[C:5]2[C:4](=[CH:3][C:2]([F:1])=[C:10]([F:11])[CH:9]=2)[N:12]=[CH:17][N:18]=1. The yield is 0.790. (9) The reactants are [Cl-].[Al+3].[Cl-].[Cl-].[Br:5][C:6]1[CH:11]=[C:10]([O:12]CC2C=CC=CC=2)[CH:9]=[C:8]([Br:20])[CH:7]=1.CN(C)C1C=CC=CC=1. The catalyst is C(Cl)Cl. The product is [Br:5][C:6]1[CH:11]=[C:10]([OH:12])[CH:9]=[C:8]([Br:20])[CH:7]=1. The yield is 0.820. (10) The reactants are [CH2:1]([O:8][C:9]1[C:14](=[O:15])[CH:13]=[CH:12]O[C:10]=1[CH3:16])[C:2]1[CH:7]=[CH:6][CH:5]=[CH:4][CH:3]=1.Cl.[F:18][C:19]([F:23])([F:22])[CH2:20][NH2:21]. The catalyst is N1C=CC=CC=1. The product is [CH2:1]([O:8][C:9]1[C:14](=[O:15])[CH:13]=[CH:12][N:21]([CH2:20][C:19]([F:23])([F:22])[F:18])[C:10]=1[CH3:16])[C:2]1[CH:3]=[CH:4][CH:5]=[CH:6][CH:7]=1. The yield is 0.600.